Dataset: NCI-60 drug combinations with 297,098 pairs across 59 cell lines. Task: Regression. Given two drug SMILES strings and cell line genomic features, predict the synergy score measuring deviation from expected non-interaction effect. (1) Drug 1: C1CC(C1)(C(=O)O)C(=O)O.[NH2-].[NH2-].[Pt+2]. Drug 2: CC(C)(C#N)C1=CC(=CC(=C1)CN2C=NC=N2)C(C)(C)C#N. Cell line: OVCAR-8. Synergy scores: CSS=4.15, Synergy_ZIP=-0.206, Synergy_Bliss=1.68, Synergy_Loewe=-2.05, Synergy_HSA=-1.08. (2) Synergy scores: CSS=3.27, Synergy_ZIP=-0.369, Synergy_Bliss=0.904, Synergy_Loewe=0.877, Synergy_HSA=-1.10. Drug 1: C1=NC2=C(N=C(N=C2N1C3C(C(C(O3)CO)O)O)F)N. Cell line: RPMI-8226. Drug 2: C1=NC2=C(N=C(N=C2N1C3C(C(C(O3)CO)O)F)Cl)N. (3) Drug 1: C1CN1C2=NC(=NC(=N2)N3CC3)N4CC4. Drug 2: CC1=CC2C(CCC3(C2CCC3(C(=O)C)OC(=O)C)C)C4(C1=CC(=O)CC4)C. Cell line: IGROV1. Synergy scores: CSS=16.7, Synergy_ZIP=-4.18, Synergy_Bliss=0.781, Synergy_Loewe=-6.22, Synergy_HSA=0.285. (4) Drug 1: CC1=C(C(=O)C2=C(C1=O)N3CC4C(C3(C2COC(=O)N)OC)N4)N. Drug 2: CC1C(C(CC(O1)OC2CC(CC3=C2C(=C4C(=C3O)C(=O)C5=CC=CC=C5C4=O)O)(C(=O)C)O)N)O. Cell line: LOX IMVI. Synergy scores: CSS=59.5, Synergy_ZIP=0.208, Synergy_Bliss=0.548, Synergy_Loewe=4.12, Synergy_HSA=5.42. (5) Drug 1: CC=C1C(=O)NC(C(=O)OC2CC(=O)NC(C(=O)NC(CSSCCC=C2)C(=O)N1)C(C)C)C(C)C. Drug 2: C(=O)(N)NO. Cell line: HT29. Synergy scores: CSS=36.5, Synergy_ZIP=-0.180, Synergy_Bliss=-1.27, Synergy_Loewe=-63.2, Synergy_HSA=-1.65.